From a dataset of NCI-60 drug combinations with 297,098 pairs across 59 cell lines. Regression. Given two drug SMILES strings and cell line genomic features, predict the synergy score measuring deviation from expected non-interaction effect. (1) Drug 1: CC1CCC2CC(C(=CC=CC=CC(CC(C(=O)C(C(C(=CC(C(=O)CC(OC(=O)C3CCCCN3C(=O)C(=O)C1(O2)O)C(C)CC4CCC(C(C4)OC)OCCO)C)C)O)OC)C)C)C)OC. Drug 2: C1=CC=C(C(=C1)C(C2=CC=C(C=C2)Cl)C(Cl)Cl)Cl. Cell line: UACC-257. Synergy scores: CSS=-0.176, Synergy_ZIP=-0.622, Synergy_Bliss=-2.01, Synergy_Loewe=-0.210, Synergy_HSA=-2.61. (2) Drug 1: CC1=C(C(CCC1)(C)C)C=CC(=CC=CC(=CC(=O)O)C)C. Drug 2: CC1=C2C(C(=O)C3(C(CC4C(C3C(C(C2(C)C)(CC1OC(=O)C(C(C5=CC=CC=C5)NC(=O)OC(C)(C)C)O)O)OC(=O)C6=CC=CC=C6)(CO4)OC(=O)C)O)C)O. Cell line: HCC-2998. Synergy scores: CSS=54.0, Synergy_ZIP=11.5, Synergy_Bliss=10.7, Synergy_Loewe=19.0, Synergy_HSA=17.4. (3) Drug 1: CS(=O)(=O)OCCCCOS(=O)(=O)C. Drug 2: N.N.Cl[Pt+2]Cl. Synergy scores: CSS=53.9, Synergy_ZIP=1.39, Synergy_Bliss=3.36, Synergy_Loewe=-26.2, Synergy_HSA=3.60. Cell line: MDA-MB-231. (4) Drug 1: CNC(=O)C1=CC=CC=C1SC2=CC3=C(C=C2)C(=NN3)C=CC4=CC=CC=N4. Synergy scores: CSS=-3.28, Synergy_ZIP=-2.80, Synergy_Bliss=-5.53, Synergy_Loewe=-9.13, Synergy_HSA=-6.87. Cell line: OVCAR-5. Drug 2: C1CN1P(=S)(N2CC2)N3CC3. (5) Drug 1: C1CN1C2=NC(=NC(=N2)N3CC3)N4CC4. Drug 2: CN(C)N=NC1=C(NC=N1)C(=O)N. Cell line: T-47D. Synergy scores: CSS=32.0, Synergy_ZIP=-10.7, Synergy_Bliss=-1.68, Synergy_Loewe=0.423, Synergy_HSA=0.476. (6) Drug 1: C1CCC(C1)C(CC#N)N2C=C(C=N2)C3=C4C=CNC4=NC=N3. Drug 2: C1=NC2=C(N1)C(=S)N=C(N2)N. Cell line: EKVX. Synergy scores: CSS=36.1, Synergy_ZIP=-8.32, Synergy_Bliss=-2.25, Synergy_Loewe=-2.46, Synergy_HSA=0.140.